This data is from Reaction yield outcomes from USPTO patents with 853,638 reactions. The task is: Predict the reaction yield, written as a fraction of the theoretical maximum amount of product (1.0 means a 100% yield; for example, 0.34 means a 34% yield). (1) The reactants are Br[C:2]1[CH:11]=[CH:10][C:9]([N+:12]([O-])=O)=[C:8]2[C:3]=1[CH2:4][CH2:5][N:6]([CH3:15])[CH2:7]2. The catalyst is CO.C(N(CC)CC)C.[Pd]. The product is [CH3:15][N:6]1[CH2:5][CH2:4][C:3]2[C:8](=[C:9]([NH2:12])[CH:10]=[CH:11][CH:2]=2)[CH2:7]1. The yield is 0.890. (2) The reactants are C(N(C(C)C)C(C)C)C.[C:21]([O:20][C:18](O[C:18]([O:20][C:21]([CH3:24])([CH3:23])[CH3:22])=[O:19])=[O:19])([CH3:24])([CH3:23])[CH3:22].[CH:25]1([CH2:31][CH2:32][CH2:33][NH:34][CH3:35])[CH2:30][CH2:29][CH:28]=[CH:27][CH2:26]1.ClCCl. The catalyst is O1CCOCC1.C(OCC)(=O)C. The product is [C:21]([O:20][C:18](=[O:19])[N:34]([CH2:33][CH2:32][CH2:31][CH:25]1[CH2:30][CH2:29][CH:28]=[CH:27][CH2:26]1)[CH3:35])([CH3:22])([CH3:23])[CH3:24]. The yield is 1.00. (3) The reactants are [CH2:1]([C:8]1[CH2:12][CH2:11][C:10](=[O:13])[CH:9]=1)[C:2]1[CH:7]=[CH:6][CH:5]=[CH:4][CH:3]=1.Cl. The catalyst is CCOCC. The product is [CH2:1]([C@H:8]1[CH2:12][CH2:11][C:10](=[O:13])[CH2:9]1)[C:2]1[CH:7]=[CH:6][CH:5]=[CH:4][CH:3]=1. The yield is 0.910. (4) The reactants are [Mg].I[C:3]1[C:4]([CH:23]([CH3:25])[CH3:24])=[C:5]([C:15]2[CH:20]=[CH:19][C:18]([O:21][CH3:22])=[CH:17][CH:16]=2)[C:6]([CH:12]([CH3:14])[CH3:13])=[CH:7][C:8]=1[CH:9]([CH3:11])[CH3:10].Br[C:27]1[C:32]([O:33][CH3:34])=[CH:31][CH:30]=[C:29]([O:35][CH3:36])[C:28]=1[I:37].II. The catalyst is [H-].C([Al+]CC(C)C)C(C)C.C1COCC1. The product is [I:37][C:28]1[C:29]([O:35][CH3:36])=[CH:30][CH:31]=[C:32]([O:33][CH3:34])[C:27]=1[C:7]1[C:8]([CH:9]([CH3:10])[CH3:11])=[CH:3][C:4]([CH:23]([CH3:24])[CH3:25])=[C:5]([C:15]2[CH:16]=[CH:17][C:18]([O:21][CH3:22])=[CH:19][CH:20]=2)[C:6]=1[CH:12]([CH3:14])[CH3:13]. The yield is 0.300. (5) The yield is 0.0760. The product is [Cl:14][C:4]1[C:5]2[CH:10]=[CH:9][CH:8]=[N:7][C:6]=2[N:1]=[CH:2][N:3]=1. The reactants are [N:1]1[C:6]2[N:7]=[CH:8][CH:9]=[CH:10][C:5]=2[C:4](O)=[N:3][CH:2]=1.O=P(Cl)(Cl)[Cl:14]. No catalyst specified. (6) The reactants are CC([O-])(C)C.[K+].CC(O)(C)C.[CH3:12][CH:13]([C:19](=[O:21])[CH3:20])[C:14]([O:16][CH2:17][CH3:18])=[O:15].[CH:22]1(I)[CH2:27][CH2:26][CH2:25][CH2:24][CH2:23]1. No catalyst specified. The product is [CH:22]1([C:13]([CH3:12])([C:19](=[O:21])[CH3:20])[C:14]([O:16][CH2:17][CH3:18])=[O:15])[CH2:27][CH2:26][CH2:25][CH2:24][CH2:23]1. The yield is 0.330.